This data is from Reaction yield outcomes from USPTO patents with 853,638 reactions. The task is: Predict the reaction yield, written as a fraction of the theoretical maximum amount of product (1.0 means a 100% yield; for example, 0.34 means a 34% yield). The reactants are [O:1]=[C:2]1[CH2:7][CH2:6][CH2:5][CH2:4][CH:3]1[C:8]([O:10][CH2:11][CH3:12])=[O:9].[CH3:13]C[O-].[Na+].CI. The catalyst is C(O)C. The product is [CH3:13][C:3]1([C:8]([O:10][CH2:11][CH3:12])=[O:9])[CH2:4][CH2:5][CH2:6][CH2:7][C:2]1=[O:1]. The yield is 0.920.